Binary Classification. Given a miRNA mature sequence and a target amino acid sequence, predict their likelihood of interaction. From a dataset of Experimentally validated miRNA-target interactions with 360,000+ pairs, plus equal number of negative samples. (1) The miRNA is hsa-miR-4425 with sequence UGUUGGGAUUCAGCAGGACCAU. The protein sequence of the target gene is MESTAYPLNLSLKEEEEEEEIQSRELEDGPADMQKVRICSEGGWVPALFDEVAIYFSDEEWEVLTEQQKALYREVMRMNYETVLSLEFPFPKPDMITRLEGEEESQNSDEWQLQGGTSAENEESDVKPPDWPNPMNATSQFPQPQHFDSFGLRLPRDITELPEWSEGYPFYMAMGFPGYDLSADDIAGKFQFSRGMRRSYDAGFKLMVVEYAESTNNCQAAKQFGVLEKNVRDWRKVKPQLQNAHAMRRAFRGPKNGRFALVDQRVAEYVRYMQAKGDPITREAMQLKALEIAQEMNIPE.... Result: 1 (interaction). (2) The miRNA is hsa-miR-4709-5p with sequence ACAACAGUGACUUGCUCUCCAA. The protein sequence of the target gene is MFRGAWMWPGKDAAALTICCCCCCWAPRPSDKPCADSERAQRWRLSLASLLFFTVLLADHLWLCAGARPRARELSSAMRPPWGAGRERQPVPPRAVLPLPPPPPGEPSAPPGTCGPRYSNLTKAAPAAGSRPVCGGVPEPTGLDAACTKLQSLQRLFEPTTPAPPLRPPDSLSRAPAEFPSAKKNLLKGHFRNFTLSFCDTYTVWDLLLGMDRPDSLDCSLDTLMGDLLAVVASPGSGAWEACSNCIEAYQRLDRHAQEKYDEFDLVLHKYLQAEEYSIRSCTKGCKAVYKAWLCSEYFS.... Result: 1 (interaction). (3) The miRNA is hsa-miR-4691-3p with sequence CCAGCCACGGACUGAGAGUGCAU. The protein sequence of the target gene is MAAPRWSASGPWIRGNGQGCGSLFTLVSKPFCAAAAASTAINAQRLAEKLRAQKREQDTKKEPVSTNAVQRRVQEIVRFTRQLQRVHPNVLAKALTRGILHQDKNLVVINKPYGLPVHGGPGVQLCITDVLPILAKMLHGHKAEPLHLCHRLDKETTGVMVLAWDKDMAHQVQELFRTRQVVKKYWAITVHVPMPSAGVVDIPIVEKEAQGQQQHHKMTLSPSYRMDDGKMVKVRRSRNAQVAVTQYQVLSSTLSSALVELQPITGIKHQLRVHLSFGLDCPILGDHKYSDWNRLAPQKL.... Result: 0 (no interaction). (4) The miRNA is hsa-miR-335-5p with sequence UCAAGAGCAAUAACGAAAAAUGU. The protein sequence of the target gene is MKGSIFTLFLFSVLFAISEVRSKESVRLCGLEYIRTVIYICASSRWRRHQEGIPQAQQAETGNSFQLPHKREFSEENPAQNLPKVDASGEDRLWGGQMPTEELWKSKKHSVMSRQDLQTLCCTDGCSMTDLSALC. Result: 1 (interaction). (5) The miRNA is mmu-miR-671-5p with sequence AGGAAGCCCUGGAGGGGCUGGAG. The protein sequence of the target gene is MFQAAGAAQATPSHEAKGSSGSSTVQRSKSFSLRAQVKETCAACQKTVYPMERLVADKLIFHNSCFCCKHCHTKLSLGSYAAMHGEFYCRPHFQQLFKSKGNYDEGFGRKQHKELWAHKEVDSGTKTA. Result: 1 (interaction).